This data is from Full USPTO retrosynthesis dataset with 1.9M reactions from patents (1976-2016). The task is: Predict the reactants needed to synthesize the given product. (1) Given the product [OH:1][B:2]1[C:6]2[CH:7]=[C:8]([O:12][CH2:26][C:27]([NH:29][CH3:30])=[O:28])[CH:9]=[C:10]([CH3:11])[C:5]=2[CH:4]([CH2:13][C:14]([O:16][CH2:17][CH3:18])=[O:15])[O:3]1, predict the reactants needed to synthesize it. The reactants are: [OH:1][B:2]1[C:6]2[CH:7]=[C:8]([OH:12])[CH:9]=[C:10]([CH3:11])[C:5]=2[CH:4]([CH2:13][C:14]([O:16][CH2:17][CH3:18])=[O:15])[O:3]1.C([O-])([O-])=O.[K+].[K+].Cl[CH2:26][C:27]([NH:29][CH3:30])=[O:28]. (2) Given the product [C:64]1([S:70][C:2]2[CH:3]=[CH:4][C:5]3[O:9][CH:8]=[N:7][C:6]=3[CH:10]=2)[CH:69]=[CH:68][CH:67]=[CH:66][CH:65]=1, predict the reactants needed to synthesize it. The reactants are: Br[C:2]1[CH:3]=[CH:4][C:5]2[O:9][CH:8]=[N:7][C:6]=2[CH:10]=1.C(N(CC)C(C)C)(C)C.N#N.C1(P(C2C=CC=CC=2)C2C3OC4C(=CC=CC=4P(C4C=CC=CC=4)C4C=CC=CC=4)C(C)(C)C=3C=CC=2)C=CC=CC=1.[C:64]1([SH:70])[CH:69]=[CH:68][CH:67]=[CH:66][CH:65]=1. (3) Given the product [N:36]1([C:7](=[O:9])[CH2:6][O:5][C:4]2[CH:3]=[C:2]([OH:1])[CH:12]=[CH:11][CH:10]=2)[CH2:41][CH2:40][O:39][CH2:38][CH2:37]1, predict the reactants needed to synthesize it. The reactants are: [OH:1][C:2]1[CH:3]=[C:4]([CH:10]=[CH:11][CH:12]=1)[O:5][CH2:6][C:7]([OH:9])=O.Cl.CN(C)CCCN=C=NCC.O.N1(O)C2C=CC=CC=2N=N1.[NH:36]1[CH2:41][CH2:40][O:39][CH2:38][CH2:37]1. (4) Given the product [C:34]([O:38][C:39]([N:41]1[CH2:46][CH2:45][CH:44]([NH:47][C:24](=[O:25])[CH2:23][CH2:22][NH:21][C:19](=[O:20])[C:18]2[CH:17]=[CH:16][C:15]([S:12](=[O:14])(=[O:13])[NH:11][C:6]3[CH:7]=[CH:8][CH:9]=[CH:10][C:5]=3[O:4][C:3]3[CH:29]=[CH:30][C:31]([Cl:33])=[CH:32][C:2]=3[Cl:1])=[CH:28][CH:27]=2)[CH2:43][CH2:42]1)=[O:40])([CH3:37])([CH3:35])[CH3:36], predict the reactants needed to synthesize it. The reactants are: [Cl:1][C:2]1[CH:32]=[C:31]([Cl:33])[CH:30]=[CH:29][C:3]=1[O:4][C:5]1[CH:10]=[CH:9][CH:8]=[CH:7][C:6]=1[NH:11][S:12]([C:15]1[CH:28]=[CH:27][C:18]([C:19]([NH:21][CH2:22][CH2:23][C:24](O)=[O:25])=[O:20])=[CH:17][CH:16]=1)(=[O:14])=[O:13].[C:34]([O:38][C:39]([N:41]1[CH2:46][CH2:45][CH:44]([NH2:47])[CH2:43][CH2:42]1)=[O:40])([CH3:37])([CH3:36])[CH3:35].